From a dataset of NCI-60 drug combinations with 297,098 pairs across 59 cell lines. Regression. Given two drug SMILES strings and cell line genomic features, predict the synergy score measuring deviation from expected non-interaction effect. (1) Drug 1: CC1CCC2CC(C(=CC=CC=CC(CC(C(=O)C(C(C(=CC(C(=O)CC(OC(=O)C3CCCCN3C(=O)C(=O)C1(O2)O)C(C)CC4CCC(C(C4)OC)O)C)C)O)OC)C)C)C)OC. Drug 2: CCN(CC)CCCC(C)NC1=C2C=C(C=CC2=NC3=C1C=CC(=C3)Cl)OC. Cell line: NCI-H522. Synergy scores: CSS=13.9, Synergy_ZIP=-7.26, Synergy_Bliss=-0.0591, Synergy_Loewe=-3.01, Synergy_HSA=0.698. (2) Drug 1: CC1=C2C(C(=O)C3(C(CC4C(C3C(C(C2(C)C)(CC1OC(=O)C(C(C5=CC=CC=C5)NC(=O)C6=CC=CC=C6)O)O)OC(=O)C7=CC=CC=C7)(CO4)OC(=O)C)O)C)OC(=O)C. Drug 2: CC1=C(C(=O)C2=C(C1=O)N3CC4C(C3(C2COC(=O)N)OC)N4)N. Cell line: MALME-3M. Synergy scores: CSS=31.0, Synergy_ZIP=-12.0, Synergy_Bliss=-5.89, Synergy_Loewe=-1.89, Synergy_HSA=-1.55. (3) Cell line: OVCAR3. Drug 1: COC1=C(C=C2C(=C1)N=CN=C2NC3=CC(=C(C=C3)F)Cl)OCCCN4CCOCC4. Synergy scores: CSS=42.1, Synergy_ZIP=4.91, Synergy_Bliss=4.53, Synergy_Loewe=9.51, Synergy_HSA=10.7. Drug 2: CC1=C(C(=CC=C1)Cl)NC(=O)C2=CN=C(S2)NC3=CC(=NC(=N3)C)N4CCN(CC4)CCO.